From a dataset of Full USPTO retrosynthesis dataset with 1.9M reactions from patents (1976-2016). Predict the reactants needed to synthesize the given product. (1) Given the product [CH3:13][N:14]([CH3:18])[C:15](=[O:16])[O:12][C:10]1[CH:9]=[CH:8][C:5]([CH:6]=[O:7])=[C:4]([OH:3])[CH:11]=1, predict the reactants needed to synthesize it. The reactants are: [H-].[Na+].[OH:3][C:4]1[CH:11]=[C:10]([OH:12])[CH:9]=[CH:8][C:5]=1[CH:6]=[O:7].[CH3:13][N:14]([CH3:18])[C:15](Cl)=[O:16]. (2) Given the product [CH2:34]([O:33][C:31]([O:1][C:2]1[CH:3]=[C:4]([CH2:9][C@H:10]([NH:22][C:23]([O:25][C:26]([CH3:27])([CH3:28])[CH3:29])=[O:24])[C:11]([O:13][C@H:14]([CH3:21])[C@H:15]([O:17][C:18](=[O:20])[CH3:19])[CH3:16])=[O:12])[CH:5]=[CH:6][C:7]=1[O:8][C:43]([O:46][CH2:47][CH3:48])=[O:45])=[O:32])[CH3:35], predict the reactants needed to synthesize it. The reactants are: [OH:1][C:2]1[CH:3]=[C:4]([CH2:9][C@H:10]([NH:22][C:23]([O:25][C:26]([CH3:29])([CH3:28])[CH3:27])=[O:24])[C:11]([O:13][C@H:14]([CH3:21])[C@H:15]([O:17][C:18](=[O:20])[CH3:19])[CH3:16])=[O:12])[CH:5]=[CH:6][C:7]=1[OH:8].Cl[C:31]([O:33][CH2:34][CH3:35])=[O:32].C(N(CC)CC)C.[C:43]([O:46][CH2:47][CH3:48])(=[O:45])C. (3) Given the product [NH2:29][C:27]1[C:26]([F:37])=[CH:25][C:24]([F:38])=[C:23]([C:17]2[C:18]([CH3:22])=[N:19][C:20]3[C:15]([CH:16]=2)=[CH:14][N:13]=[C:12]([NH:11][C:8](=[O:10])[CH3:9])[CH:21]=3)[CH:28]=1, predict the reactants needed to synthesize it. The reactants are: C(O)(C(F)(F)F)=O.[C:8]([NH:11][C:12]1[CH:21]=[C:20]2[C:15]([CH:16]=[C:17]([C:23]3[C:24]([F:38])=[CH:25][C:26]([F:37])=[C:27]([NH:29]C(=O)OC(C)(C)C)[CH:28]=3)[C:18]([CH3:22])=[N:19]2)=[CH:14][N:13]=1)(=[O:10])[CH3:9]. (4) Given the product [CH3:1][O:2][C:3]1[CH:8]=[CH:7][C:6]([N:9]2[CH2:18][C:17]3[C:12](=[N:13][C:14]([NH:19][C:20]4[CH:25]=[CH:24][CH:23]=[CH:22][CH:21]=4)=[N:15][CH:16]=3)[N:11]([CH3:29])[C:10]2=[O:26])=[CH:5][CH:4]=1, predict the reactants needed to synthesize it. The reactants are: [CH3:1][O:2][C:3]1[CH:8]=[CH:7][C:6]([N:9]2[CH2:18][C:17]3[C:12](=[N:13][C:14]([NH:19][C:20]4[CH:25]=[CH:24][CH:23]=[CH:22][CH:21]=4)=[N:15][CH:16]=3)[NH:11][C:10]2=[O:26])=[CH:5][CH:4]=1.[H-].[Na+].[CH3:29]I. (5) Given the product [C:1]([O:5][C:6]([NH:8][C:16]1[CH:36]=[CH:35][C:19]([CH2:20][N:21]2[C:25]3=[N:26][C:27]([C:30]([OH:32])=[O:31])=[CH:28][CH:29]=[C:24]3[N:23]=[C:22]2[CH3:34])=[C:18]([Cl:37])[CH:17]=1)=[O:7])([CH3:4])([CH3:2])[CH3:3], predict the reactants needed to synthesize it. The reactants are: [C:1]([O:5][C:6]([N:8]([C:16]1[CH:36]=[CH:35][C:19]([CH2:20][N:21]2[C:25]3=[N:26][C:27]([C:30]([O:32]C)=[O:31])=[CH:28][CH:29]=[C:24]3[N:23]=[C:22]2[CH3:34])=[C:18]([Cl:37])[CH:17]=1)C(OC(C)(C)C)=O)=[O:7])([CH3:4])([CH3:3])[CH3:2].[OH-].[Na+].Cl.O. (6) Given the product [C:7]([C:6]1[CH:9]=[C:2]([N:28]2[CH2:29][CH2:30][O:26][C:27]2=[O:31])[CH:3]=[CH:4][C:5]=1[C:10]([N:12]1[CH2:17][CH2:16][N:15]([C:18]2[C:23]([CH3:24])=[CH:22][C:21]([CH3:25])=[CH:20][N:19]=2)[CH2:14][CH2:13]1)=[O:11])#[N:8], predict the reactants needed to synthesize it. The reactants are: Br[C:2]1[CH:3]=[CH:4][C:5]([C:10]([N:12]2[CH2:17][CH2:16][N:15]([C:18]3[C:23]([CH3:24])=[CH:22][C:21]([CH3:25])=[CH:20][N:19]=3)[CH2:14][CH2:13]2)=[O:11])=[C:6]([CH:9]=1)[C:7]#[N:8].[O:26]1[CH2:30][CH:29]=[N:28][C:27]1=[O:31].